From a dataset of Full USPTO retrosynthesis dataset with 1.9M reactions from patents (1976-2016). Predict the reactants needed to synthesize the given product. (1) Given the product [CH3:29][NH:30][C:12]([C:8]1[CH:7]=[C:6]2[C:11]([CH:2]=[N:3][C:4]([NH:15][C:16]3[CH:17]=[CH:18][C:19]([S:22](=[O:25])(=[O:24])[NH2:23])=[CH:20][CH:21]=3)=[N:5]2)=[CH:10][CH:9]=1)=[O:13], predict the reactants needed to synthesize it. The reactants are: C[C:2]1[C:11]2[C:6](=[CH:7][C:8]([C:12](O)=[O:13])=[CH:9][CH:10]=2)[N:5]=[C:4]([NH:15][C:16]2[CH:21]=[CH:20][C:19]([S:22](=[O:25])(=[O:24])[NH2:23])=[CH:18][CH:17]=2)[N:3]=1.CN.C[CH2:29][N:30](C(C)C)C(C)C.CN(C(ON1N=NC2C=CC=CC1=2)=[N+](C)C)C.F[P-](F)(F)(F)(F)F. (2) Given the product [C:24]1([S:30]([N:33]2[CH:37]=[C:36]([C:2]3[CH:3]=[CH:4][C:5]4[O:14][CH2:13][CH2:12][C:11]5[S:10][C:9]([C:15]6[N:16]([CH:20]([CH3:22])[CH3:21])[N:17]=[CH:18][N:19]=6)=[N:8][C:7]=5[C:6]=4[CH:23]=3)[CH:35]=[N:34]2)(=[O:32])=[O:31])[CH:25]=[CH:26][CH:27]=[CH:28][CH:29]=1, predict the reactants needed to synthesize it. The reactants are: Br[C:2]1[CH:3]=[CH:4][C:5]2[O:14][CH2:13][CH2:12][C:11]3[S:10][C:9]([C:15]4[N:16]([CH:20]([CH3:22])[CH3:21])[N:17]=[CH:18][N:19]=4)=[N:8][C:7]=3[C:6]=2[CH:23]=1.[C:24]1([S:30]([N:33]2[CH:37]=[C:36](B3OC(C)(C)C(C)(C)O3)[CH:35]=[N:34]2)(=[O:32])=[O:31])[CH:29]=[CH:28][CH:27]=[CH:26][CH:25]=1. (3) Given the product [Br:1][C:2]1[CH:3]=[C:4]([S:9]([NH:12][C:13]2[CH:14]=[N:15][CH:16]=[C:17]([Cl:20])[C:18]=2[OH:19])(=[O:11])=[O:10])[CH:5]=[N:6][C:7]=1[O:22][CH3:21], predict the reactants needed to synthesize it. The reactants are: [Br:1][C:2]1[CH:3]=[C:4]([S:9]([NH:12][C:13]2[CH:14]=[N:15][CH:16]=[C:17]([Cl:20])[C:18]=2[OH:19])(=[O:11])=[O:10])[CH:5]=[N:6][C:7]=1Cl.[CH3:21][OH:22]. (4) Given the product [F:25][C:2]([F:1])([F:24])[C:3]1[CH:4]=[CH:5][C:6]([NH:9][C@H:10]2[C@@H:15]3[CH2:16][C@@H:12]([CH2:13][NH:14]3)[CH2:11]2)=[N:7][CH:8]=1, predict the reactants needed to synthesize it. The reactants are: [F:1][C:2]([F:25])([F:24])[C:3]1[CH:4]=[CH:5][C:6]([NH:9][C@H:10]2[C@@H:15]3[CH2:16][C@@H:12]([CH2:13][N:14]3C(OC(C)(C)C)=O)[CH2:11]2)=[N:7][CH:8]=1.Cl. (5) Given the product [N:8]1[CH:3]=[CH:4][CH2:5][C:6](=[O:19])[C:7]=1[C:9]1[CH:14]=[CH:13][CH:12]=[CH:11][N:10]=1, predict the reactants needed to synthesize it. The reactants are: CO[C:3]1[N:8]=[C:7]([C:9]2[CH:14]=[CH:13][CH:12]=[C:11](OC)[N:10]=2)[CH:6]=[CH:5][CH:4]=1.C(O)(=[O:19])C. (6) Given the product [CH3:10][S:9][C:4]1[CH:5]=[CH:6][CH:7]=[CH:8][C:3]=1[B:11]([OH:16])[OH:12], predict the reactants needed to synthesize it. The reactants are: [Mg].Br[C:3]1[CH:8]=[CH:7][CH:6]=[CH:5][C:4]=1[S:9][CH3:10].[B:11](OC(C)C)([O:16]C(C)C)[O:12]C(C)C.O.